From a dataset of Forward reaction prediction with 1.9M reactions from USPTO patents (1976-2016). Predict the product of the given reaction. Given the reactants [CH3:1][O:2][CH2:3][C@@H:4]1[CH2:8][N:7]([C:9]([O:11][C:12]([CH3:15])([CH3:14])[CH3:13])=[O:10])[C@H:6]([C:16]([O:18][CH2:19][C:20](=[O:40])[C:21]2[CH:22]=[CH:23][C:24]3[C:33]4[CH:32]=[C:31]5[CH2:34][CH2:35][CH2:36][C:37](=[O:38])[C:30]5=[CH:29][C:28]=4[O:27][CH2:26][C:25]=3[CH:39]=2)=[O:17])[CH2:5]1.[Br-:41].[Br-].[Br-].[NH+]1C=CC=CC=1.[NH+]1C=CC=CC=1.[NH+]1C=CC=CC=1, predict the reaction product. The product is: [CH3:1][O:2][CH2:3][C@@H:4]1[CH2:8][N:7]([C:9]([O:11][C:12]([CH3:15])([CH3:13])[CH3:14])=[O:10])[C@H:6]([C:16]([O:18][CH2:19][C:20]([C:21]2[CH:22]=[CH:23][C:24]3[C:33]4[CH:32]=[C:31]5[CH2:34][CH2:35][CH:36]([Br:41])[C:37](=[O:38])[C:30]5=[CH:29][C:28]=4[O:27][CH2:26][C:25]=3[CH:39]=2)=[O:40])=[O:17])[CH2:5]1.